Predict the reactants needed to synthesize the given product. From a dataset of Full USPTO retrosynthesis dataset with 1.9M reactions from patents (1976-2016). (1) Given the product [F:18][C:17]1[C:12]([N:8]2[CH2:9][CH2:10][C:5]3([O:4][CH2:3][CH2:2][O:1]3)[CH2:6][CH2:7]2)=[N:13][CH:14]=[C:15]([C:19]([F:21])([F:20])[F:22])[CH:16]=1, predict the reactants needed to synthesize it. The reactants are: [O:1]1[C:5]2([CH2:10][CH2:9][NH:8][CH2:7][CH2:6]2)[O:4][CH2:3][CH2:2]1.Br[C:12]1[C:17]([F:18])=[CH:16][C:15]([C:19]([F:22])([F:21])[F:20])=[CH:14][N:13]=1.CN(C)C=O.O1CCOCC1. (2) Given the product [F:20][C:17]([F:18])([F:19])[C:14]1[N:12]2[N:13]=[C:8]([N:1]3[CH2:7][CH2:6][CH2:5][N:4]([CH2:21][C:23]4[CH:30]=[CH:29][C:26]([C:27]#[N:28])=[CH:25][CH:24]=4)[CH2:3][CH2:2]3)[CH:9]=[CH:10][C:11]2=[N:16][N:15]=1, predict the reactants needed to synthesize it. The reactants are: [N:1]1([C:8]2[CH:9]=[CH:10][C:11]3[N:12]([C:14]([C:17]([F:20])([F:19])[F:18])=[N:15][N:16]=3)[N:13]=2)[CH2:7][CH2:6][CH2:5][NH:4][CH2:3][CH2:2]1.[CH:21]([C:23]1[CH:30]=[CH:29][C:26]([C:27]#[N:28])=[CH:25][CH:24]=1)=O. (3) Given the product [Cl:1][C:2]1[CH:7]=[CH:6][C:5]([O:8][CH2:10][CH2:11][CH2:12][Cl:13])=[CH:4][CH:3]=1, predict the reactants needed to synthesize it. The reactants are: [Cl:1][C:2]1[CH:7]=[CH:6][C:5]([OH:8])=[CH:4][CH:3]=1.Br[CH2:10][CH2:11][CH2:12][Cl:13]. (4) Given the product [CH3:31][N:26]1[CH2:27][CH2:28][O:29][CH2:30][C@@H:25]1[C:22]1[N:20]2[CH:21]=[C:16]([O:14][C@H:7]3[C:8]4[C:13](=[CH:12][CH:11]=[CH:10][CH:9]=4)[C@@H:4]([NH2:3])[CH2:5][CH2:6]3)[CH:17]=[CH:18][C:19]2=[N:24][N:23]=1, predict the reactants needed to synthesize it. The reactants are: [H-].[Na+].[NH2:3][C@@H:4]1[C:13]2[C:8](=[CH:9][CH:10]=[CH:11][CH:12]=2)[C@H:7]([OH:14])[CH2:6][CH2:5]1.F[C:16]1[CH:17]=[CH:18][C:19]2[N:20]([C:22]([C@H:25]3[CH2:30][O:29][CH2:28][CH2:27][N:26]3[CH3:31])=[N:23][N:24]=2)[CH:21]=1.N. (5) Given the product [Cl:1][C:2]1[CH:7]=[N:6][C:5]2=[N:8][C:10]([OH:16])=[C:11]([OH:12])[N:9]=[C:4]2[CH:3]=1, predict the reactants needed to synthesize it. The reactants are: [Cl:1][C:2]1[CH:3]=[C:4]([NH2:9])[C:5]([NH2:8])=[N:6][CH:7]=1.[C:10](OCC)(=[O:16])[C:11](OCC)=[O:12]. (6) Given the product [CH3:1][N:2]1[CH2:8][C:7]2[CH:9]=[C:10]([NH2:13])[CH:11]=[CH:12][C:6]=2[O:5][CH2:4][CH2:3]1, predict the reactants needed to synthesize it. The reactants are: [CH3:1][N:2]1[CH2:8][C:7]2[CH:9]=[C:10]([N+:13]([O-])=O)[CH:11]=[CH:12][C:6]=2[O:5][CH2:4][CH2:3]1.[H][H]. (7) Given the product [Cl:12][C:9]1[CH:10]=[N:11][C:2]([CH2:18][C:17]2[CH:20]=[CH:21][CH:22]=[C:15]([Cl:14])[CH:16]=2)=[C:3]([CH:8]=1)[C:4]([O:6][CH3:7])=[O:5], predict the reactants needed to synthesize it. The reactants are: Cl[C:2]1[N:11]=[CH:10][C:9]([Cl:12])=[CH:8][C:3]=1[C:4]([O:6][CH3:7])=[O:5].[Cl-].[Cl:14][C:15]1[CH:16]=[C:17]([CH:20]=[CH:21][CH:22]=1)[CH2:18][Zn+].